From a dataset of NCI-60 drug combinations with 297,098 pairs across 59 cell lines. Regression. Given two drug SMILES strings and cell line genomic features, predict the synergy score measuring deviation from expected non-interaction effect. (1) Drug 1: C1=CC(=C2C(=C1NCCNCCO)C(=O)C3=C(C=CC(=C3C2=O)O)O)NCCNCCO. Drug 2: C1=NNC2=C1C(=O)NC=N2. Cell line: HCT116. Synergy scores: CSS=50.4, Synergy_ZIP=3.08, Synergy_Bliss=2.46, Synergy_Loewe=-39.7, Synergy_HSA=3.94. (2) Drug 1: C1CCC(CC1)NC(=O)N(CCCl)N=O. Drug 2: C1=CN(C=N1)CC(O)(P(=O)(O)O)P(=O)(O)O. Cell line: T-47D. Synergy scores: CSS=1.20, Synergy_ZIP=-3.19, Synergy_Bliss=-5.14, Synergy_Loewe=-6.35, Synergy_HSA=-4.73. (3) Drug 1: C1CC(=O)NC(=O)C1N2CC3=C(C2=O)C=CC=C3N. Drug 2: C1=CC=C(C(=C1)C(C2=CC=C(C=C2)Cl)C(Cl)Cl)Cl. Cell line: CAKI-1. Synergy scores: CSS=10.0, Synergy_ZIP=2.13, Synergy_Bliss=7.82, Synergy_Loewe=6.55, Synergy_HSA=7.95. (4) Drug 1: CC(C1=C(C=CC(=C1Cl)F)Cl)OC2=C(N=CC(=C2)C3=CN(N=C3)C4CCNCC4)N. Drug 2: C1CCC(CC1)NC(=O)N(CCCl)N=O. Cell line: U251. Synergy scores: CSS=18.8, Synergy_ZIP=-5.39, Synergy_Bliss=1.26, Synergy_Loewe=1.24, Synergy_HSA=1.41. (5) Drug 1: C1=C(C(=O)NC(=O)N1)F. Drug 2: CC1=C2C(C(=O)C3(C(CC4C(C3C(C(C2(C)C)(CC1OC(=O)C(C(C5=CC=CC=C5)NC(=O)OC(C)(C)C)O)O)OC(=O)C6=CC=CC=C6)(CO4)OC(=O)C)O)C)O. Cell line: SR. Synergy scores: CSS=66.4, Synergy_ZIP=-6.71, Synergy_Bliss=-12.3, Synergy_Loewe=-11.9, Synergy_HSA=-10.2.